This data is from Full USPTO retrosynthesis dataset with 1.9M reactions from patents (1976-2016). The task is: Predict the reactants needed to synthesize the given product. (1) Given the product [F:1][C:2]1[CH:3]=[C:4]([CH2:28][C:29]([N:45]([CH3:46])[CH3:44])=[O:31])[CH:5]=[CH:6][C:7]=1[CH2:8][O:9][CH2:10][C@@H:11]1[CH2:13][C@@H:12]1[CH:14]1[CH2:15][CH2:16][N:17]([C:20]2[O:24][N:23]=[C:22]([CH:25]([CH3:26])[CH3:27])[N:21]=2)[CH2:18][CH2:19]1, predict the reactants needed to synthesize it. The reactants are: [F:1][C:2]1[CH:3]=[C:4]([CH2:28][C:29]([OH:31])=O)[CH:5]=[CH:6][C:7]=1[CH2:8][O:9][CH2:10][C@@H:11]1[CH2:13][C@@H:12]1[CH:14]1[CH2:19][CH2:18][N:17]([C:20]2[O:24][N:23]=[C:22]([CH:25]([CH3:27])[CH3:26])[N:21]=2)[CH2:16][CH2:15]1.C1C=CC2N(O)N=NC=2C=1.O.C[CH2:44][N:45]=[C:46]=NCCCN(C)C.Cl.Cl.CNC. (2) Given the product [CH3:21][NH:22][C:23]([C:25]1[CH:26]=[N:27][N:28]([C:2]2[N:3]=[C:4]([NH2:20])[C:5]3[N:6]=[CH:7][N:8]([C:18]=3[N:19]=2)[C@@H:9]2[O:17][C@H:14]([CH2:15][OH:16])[C@@H:12]([OH:13])[C@H:10]2[OH:11])[CH:29]=1)=[O:24], predict the reactants needed to synthesize it. The reactants are: F[C:2]1[N:3]=[C:4]([NH2:20])[C:5]2[N:6]=[CH:7][N:8]([C:18]=2[N:19]=1)[C@@H:9]1[O:17][C@H:14]([CH2:15][OH:16])[C@@H:12]([OH:13])[C@H:10]1[OH:11].[CH3:21][NH:22][C:23]([C:25]1[CH:26]=[N:27][NH:28][CH:29]=1)=[O:24]. (3) Given the product [F:36][C:30]1[C:31]([F:35])=[CH:32][CH:33]=[CH:34][C:29]=1[CH2:28][S:27][C:21]1[N:20]=[C:19]([NH:2][S:1]([N:5]2[CH2:6][CH2:7][N:8]([C:11]([O:13][C:14]([CH3:17])([CH3:16])[CH3:15])=[O:12])[CH2:9][CH2:10]2)(=[O:3])=[O:4])[CH:24]=[C:23]([O:25][CH3:26])[N:22]=1, predict the reactants needed to synthesize it. The reactants are: [S:1]([N:5]1[CH2:10][CH2:9][N:8]([C:11]([O:13][C:14]([CH3:17])([CH3:16])[CH3:15])=[O:12])[CH2:7][CH2:6]1)(=[O:4])(=[O:3])[NH2:2].Cl[C:19]1[CH:24]=[C:23]([O:25][CH3:26])[N:22]=[C:21]([S:27][CH2:28][C:29]2[CH:34]=[CH:33][CH:32]=[C:31]([F:35])[C:30]=2[F:36])[N:20]=1.